From a dataset of Forward reaction prediction with 1.9M reactions from USPTO patents (1976-2016). Predict the product of the given reaction. (1) Given the reactants C([O:3][C:4]([C:6]1([NH:11][C:12]([CH:14]2[CH2:18][CH:17]([O:19][C:20]3[C:29]4[C:24](=[C:25]([Cl:32])[C:26]([O:30][CH3:31])=[CH:27][CH:28]=4)[N:23]=[C:22]([C:33]4[S:34][CH:35]=[C:36]([CH:38]([CH3:40])[CH3:39])[N:37]=4)[CH:21]=3)[CH2:16][N:15]2[C:41](=[O:52])[C:42]([CH3:51])([CH3:50])[CH2:43][CH2:44][CH2:45][CH2:46][CH2:47][CH:48]=[CH2:49])=[O:13])[CH2:8][CH:7]1C=C)=[O:5])C.C(C1N=C(C2C=C(OC3CC4N(C(=O)CCCCCCC=CC5C(C(O)=O)(NC4=O)C5)C3)C3C(=CC(OC)=CC=3)N=2)SC=1)(C)C, predict the reaction product. The product is: [Cl:32][C:25]1[C:26]([O:30][CH3:31])=[CH:27][CH:28]=[C:29]2[C:24]=1[N:23]=[C:22]([C:33]1[S:34][CH:35]=[C:36]([CH:38]([CH3:39])[CH3:40])[N:37]=1)[CH:21]=[C:20]2[O:19][CH:17]1[CH2:18][CH:14]2[N:15]([C:41](=[O:52])[C:42]([CH3:51])([CH3:50])[CH2:43][CH2:44][CH2:45][CH2:46][CH2:47][CH:48]=[CH:49][CH:8]3[C:6]([C:4]([OH:3])=[O:5])([NH:11][C:12]2=[O:13])[CH2:7]3)[CH2:16]1. (2) Given the reactants [Cl:1][C:2]1[N:3]=[C:4](N)[C:5]2[CH:11]=[C:10]([O:12][C:13]3[CH:18]=[CH:17][C:16]([F:19])=[CH:15][C:14]=3[F:20])[N:9]=[CH:8][C:6]=2[N:7]=1.C(ON=O)(C)(C)C, predict the reaction product. The product is: [Cl:1][C:2]1[N:3]=[CH:4][C:5]2[CH:11]=[C:10]([O:12][C:13]3[CH:18]=[CH:17][C:16]([F:19])=[CH:15][C:14]=3[F:20])[N:9]=[CH:8][C:6]=2[N:7]=1. (3) Given the reactants [Br:1][C:2]1[CH:7]=[CH:6][C:5]([C:8]2[N:9]=[C:10]([CH:13]3[CH2:15][CH2:14]3)[NH:11][CH:12]=2)=[CH:4][CH:3]=1.[C:16](=O)([O-])[O-].[Cs+].[Cs+].IC.O, predict the reaction product. The product is: [Br:1][C:2]1[CH:3]=[CH:4][C:5]([C:8]2[N:9]=[C:10]([CH:13]3[CH2:15][CH2:14]3)[N:11]([CH3:16])[CH:12]=2)=[CH:6][CH:7]=1. (4) Given the reactants Br[C:2]1[CH:3]=[C:4]([C:12]([S:15]([CH3:18])(=[O:17])=[O:16])([CH3:14])[CH3:13])[CH:5]=[C:6]2[C:11]=1[N:10]=[CH:9][CH:8]=[CH:7]2.[OH:19][CH2:20][C:21]1[CH:22]=[C:23](B(O)O)[CH:24]=[CH:25][CH:26]=1.C(=O)([O-])[O-].[Na+].[Na+], predict the reaction product. The product is: [CH3:18][S:15]([C:12]([C:4]1[CH:5]=[C:6]2[C:11](=[C:2]([C:25]3[CH:26]=[C:21]([CH2:20][OH:19])[CH:22]=[CH:23][CH:24]=3)[CH:3]=1)[N:10]=[CH:9][CH:8]=[CH:7]2)([CH3:14])[CH3:13])(=[O:17])=[O:16].